From a dataset of hERG Central: cardiac toxicity at 1µM, 10µM, and general inhibition. Predict hERG channel inhibition at various concentrations. The compound is CCOC(=O)CN(C(=O)CN1CCC(n2nnc3cc(C)ccc32)CC1)c1ccccc1. Results: hERG_inhib (hERG inhibition (general)): blocker.